Predict which catalyst facilitates the given reaction. From a dataset of Catalyst prediction with 721,799 reactions and 888 catalyst types from USPTO. (1) Reactant: [Cl:1][C:2]1[CH:3]=[C:4]2[C:9](=[C:10]([CH3:19])[C:11]=1[O:12][CH2:13][CH:14]([CH2:17][CH3:18])[CH2:15][CH3:16])[O:8][CH:7]([C:20]([F:23])([F:22])[F:21])[C:6]([C:24]([O:26]C)=[O:25])=[CH:5]2.[OH-].[Na+].Cl. Product: [Cl:1][C:2]1[CH:3]=[C:4]2[C:9](=[C:10]([CH3:19])[C:11]=1[O:12][CH2:13][CH:14]([CH2:15][CH3:16])[CH2:17][CH3:18])[O:8][CH:7]([C:20]([F:23])([F:21])[F:22])[C:6]([C:24]([OH:26])=[O:25])=[CH:5]2. The catalyst class is: 92. (2) Reactant: [C:1]([OH:9])(=[O:8])[C:2]1[CH:7]=[CH:6][CH:5]=[CH:4][CH:3]=1.C(Cl)(=O)C(Cl)=O.[CH2:16]([N:18]([C@@H:26]1[CH2:30][CH2:29][N:28]([C:31]2[C:36]([CH2:37]O)=[CH:35][CH:34]=[CH:33][N:32]=2)[CH2:27]1)[C:19](=[O:25])[O:20][C:21]([CH3:24])([CH3:23])[CH3:22])[CH3:17].CCN(CC)CC. Product: [C:1]([O:9][CH2:37][C:36]1[C:31]([N:28]2[CH2:29][CH2:30][C@@H:26]([N:18]([C:19]([O:20][C:21]([CH3:22])([CH3:24])[CH3:23])=[O:25])[CH2:16][CH3:17])[CH2:27]2)=[N:32][CH:33]=[CH:34][CH:35]=1)(=[O:8])[C:2]1[CH:7]=[CH:6][CH:5]=[CH:4][CH:3]=1. The catalyst class is: 2. (3) Reactant: [NH:1]1[CH:5]=[C:4]([C:6]2[CH:11]=[C:10]([C:12]([O:14][CH3:15])=[O:13])[CH:9]=[CH:8][N:7]=2)[N:3]=[CH:2]1.Cl.Cl[CH2:18][CH2:19][N:20]1[CH2:24][CH2:23][CH2:22][CH2:21]1.C(=O)([O-])[O-].[Cs+].[Cs+]. Product: [N:20]1([CH2:19][CH2:18][N:1]2[CH:5]=[C:4]([C:6]3[CH:11]=[C:10]([C:12]([O:14][CH3:15])=[O:13])[CH:9]=[CH:8][N:7]=3)[N:3]=[CH:2]2)[CH2:24][CH2:23][CH2:22][CH2:21]1. The catalyst class is: 3. (4) Product: [O:1]1[CH:5]=[CH:4][CH:3]=[C:2]1[C:6]1[O:7][C:8]([CH3:41])=[C:9]([CH2:11][O:12][C:13]2[CH:38]=[CH:37][C:16]([CH2:17][O:18][C:19]3[C:23]([CH2:24][CH2:25][C:26]([OH:28])=[O:27])=[CH:22][N:21]([C:31]4[CH:36]=[CH:35][CH:34]=[CH:33][CH:32]=4)[N:20]=3)=[CH:15][C:14]=2[O:39][CH3:40])[N:10]=1. Reactant: [O:1]1[CH:5]=[CH:4][CH:3]=[C:2]1[C:6]1[O:7][C:8]([CH3:41])=[C:9]([CH2:11][O:12][C:13]2[CH:38]=[CH:37][C:16]([CH2:17][O:18][C:19]3[C:23]([CH2:24][CH2:25][C:26]([O:28]CC)=[O:27])=[CH:22][N:21]([C:31]4[CH:36]=[CH:35][CH:34]=[CH:33][CH:32]=4)[N:20]=3)=[CH:15][C:14]=2[O:39][CH3:40])[N:10]=1.[OH-].[Na+].O1CCCC1.Cl. The catalyst class is: 8. (5) Reactant: [Cl:1][C:2]1[CH:3]=[C:4]([C:12]2[O:16][N:15]=[C:14]([C:17]3[CH:18]=[CH:19][CH:20]=[C:21]4[C:25]=3[N:24]([CH3:26])[CH:23]=[C:22]4[CH2:27][NH:28][CH2:29][CH2:30][C:31]([O:33]CC)=[O:32])[N:13]=2)[CH:5]=[CH:6][C:7]=1[O:8][CH:9]([CH3:11])[CH3:10].[OH-].[Na+]. Product: [Cl:1][C:2]1[CH:3]=[C:4]([C:12]2[O:16][N:15]=[C:14]([C:17]3[CH:18]=[CH:19][CH:20]=[C:21]4[C:25]=3[N:24]([CH3:26])[CH:23]=[C:22]4[CH2:27][NH:28][CH2:29][CH2:30][C:31]([OH:33])=[O:32])[N:13]=2)[CH:5]=[CH:6][C:7]=1[O:8][CH:9]([CH3:10])[CH3:11]. The catalyst class is: 738. (6) Reactant: [Cl:1][C:2]1[CH:7]=[CH:6][CH:5]=[C:4]([F:8])[C:3]=1[C:9]1[NH:13][C:12](=[O:14])[N:11]([C:15]2[CH:16]=[CH:17][C:18]([O:24][CH3:25])=[C:19]([CH:23]=2)[C:20](O)=[O:21])[N:10]=1.C(N(C(C)C)CC)(C)C.CN(C(ON1N=NC2C=CC=CC1=2)=[N+](C)C)C.[B-](F)(F)(F)F.[F:57][C:58]([F:70])([F:69])[C:59]1[CH:64]=[CH:63][CH:62]=[CH:61][C:60]=1[C:65]1([NH2:68])[CH2:67][CH2:66]1. Product: [Cl:1][C:2]1[CH:7]=[CH:6][CH:5]=[C:4]([F:8])[C:3]=1[C:9]1[NH:13][C:12](=[O:14])[N:11]([C:15]2[CH:16]=[CH:17][C:18]([O:24][CH3:25])=[C:19]([CH:23]=2)[C:20]([NH:68][C:65]2([C:60]3[CH:61]=[CH:62][CH:63]=[CH:64][C:59]=3[C:58]([F:57])([F:69])[F:70])[CH2:67][CH2:66]2)=[O:21])[N:10]=1. The catalyst class is: 1. (7) Reactant: C(OC(=O)[NH:7][C@H:8]1[CH2:13][CH2:12][C@H:11]([CH2:14][CH2:15][N:16]2[CH2:21][CH2:20][N:19]([C:22]3[C:27]4[CH:28]=[CH:29][O:30][C:26]=4[CH:25]=[CH:24][N:23]=3)[CH2:18][CH2:17]2)[CH2:10][CH2:9]1)(C)(C)C.[ClH:32].CCOC(C)=O. Product: [ClH:32].[ClH:32].[ClH:32].[O:30]1[C:26]2[CH:25]=[CH:24][N:23]=[C:22]([N:19]3[CH2:20][CH2:21][N:16]([CH2:15][CH2:14][C@H:11]4[CH2:12][CH2:13][C@H:8]([NH2:7])[CH2:9][CH2:10]4)[CH2:17][CH2:18]3)[C:27]=2[CH:28]=[CH:29]1. The catalyst class is: 5. (8) Reactant: C[N:2]([CH3:27])[CH2:3][CH2:4][CH2:5][NH:6][C:7]1[C:16]2[C:11](=[CH:12][CH:13]=[CH:14][CH:15]=2)[N:10]=[C:9]([CH2:17][N:18]([CH3:26])CC2C=CC=CC=2)[N:8]=1.[CH:28]([O-])=O.[NH4+]. Product: [CH3:27][NH:2][CH2:3][CH2:4][CH2:5][N:6]([CH3:28])[C:7]1[C:16]2[C:11](=[CH:12][CH:13]=[CH:14][CH:15]=2)[N:10]=[C:9]([CH2:17][NH:18][CH3:26])[N:8]=1. The catalyst class is: 19. (9) Reactant: Br[C:2]1[CH:11]=[C:10]2[C:5]([C:6]([NH:12][C:13]3[CH:17]=[C:16]([CH2:18][C:19]([NH:21][C:22]4[CH:27]=[CH:26][CH:25]=[C:24]([F:28])[CH:23]=4)=[O:20])[NH:15][N:14]=3)=[N:7][CH:8]=[N:9]2)=[CH:4][CH:3]=1. Product: [F:28][C:24]1[CH:23]=[C:22]([NH:21][C:19](=[O:20])[CH2:18][C:16]2[NH:15][N:14]=[C:13]([NH:12][C:6]3[C:5]4[C:10](=[CH:11][CH:2]=[CH:3][CH:4]=4)[N:9]=[CH:8][N:7]=3)[CH:17]=2)[CH:27]=[CH:26][CH:25]=1. The catalyst class is: 105.